Dataset: Catalyst prediction with 721,799 reactions and 888 catalyst types from USPTO. Task: Predict which catalyst facilitates the given reaction. Reactant: [O:1]=[C:2]1[C:10](=O)[C:9]2[C:4](=[CH:5][CH:6]=[CH:7][CH:8]=2)[N:3]1[CH2:12][C:13]([NH2:15])=[O:14]. Product: [O:1]=[C:2]1[CH2:10][C:9]2[C:4](=[CH:5][CH:6]=[CH:7][CH:8]=2)[N:3]1[CH2:12][C:13]([NH2:15])=[O:14]. The catalyst class is: 16.